From a dataset of Catalyst prediction with 721,799 reactions and 888 catalyst types from USPTO. Predict which catalyst facilitates the given reaction. (1) Reactant: [OH:1][CH:2]([CH2:24][OH:25])[CH2:3][C:4]1[CH:5]=[C:6]([F:23])[C:7]([C:10]2[CH2:15][CH2:14][N:13](C(OC(C)(C)C)=O)[CH2:12][CH:11]=2)=[N:8][CH:9]=1.Cl.O1CCOCC1.C(OCC)C. Product: [F:23][C:6]1[C:7]([C:10]2[CH2:15][CH2:14][NH:13][CH2:12][CH:11]=2)=[N:8][CH:9]=[C:4]([CH2:3][CH:2]([OH:1])[CH2:24][OH:25])[CH:5]=1. The catalyst class is: 4. (2) Reactant: [CH3:1][C:2]1[C:7](/[CH:8]=[CH:9]/[C:10]([O:12]C)=[O:11])=[CH:6][CH:5]=[C:4]([C:14]([F:17])([F:16])[F:15])[N:3]=1.[OH-].[Na+]. Product: [CH3:1][C:2]1[C:7](/[CH:8]=[CH:9]/[C:10]([OH:12])=[O:11])=[CH:6][CH:5]=[C:4]([C:14]([F:16])([F:15])[F:17])[N:3]=1. The catalyst class is: 5. (3) Reactant: [CH2:1]([O:3][C:4]1[CH:11]=[CH:10][C:7]([CH:8]=O)=[CH:6][CH:5]=1)[CH3:2].[CH2:12]([NH2:18])[C:13]1[O:17][CH:16]=[CH:15][CH:14]=1.COC(OC)OC.[BH4-].[Na+]. Product: [CH2:1]([O:3][C:4]1[CH:11]=[CH:10][C:7]([CH2:8][NH:18][CH2:12][C:13]2[O:17][CH:16]=[CH:15][CH:14]=2)=[CH:6][CH:5]=1)[CH3:2]. The catalyst class is: 467. (4) Reactant: [CH3:1][N:2]1[C:11]2[C:6](=[CH:7][C:8]([C:18]([F:21])([F:20])[F:19])=[C:9]([C:12]3[CH:13]=[N:14][N:15]([CH3:17])[CH:16]=3)[CH:10]=2)[N:5]([C:22]2[C:26]3[CH2:27][NH:28][CH2:29][CH2:30][C:25]=3[N:24]([CH:31]3[CH2:36][CH2:35][O:34][CH2:33][CH2:32]3)[N:23]=2)[CH2:4][CH2:3]1.C(N(CC)CC)C.[C:44](OC(=O)C)(=[O:46])[CH3:45]. Product: [CH3:1][N:2]1[C:11]2[C:6](=[CH:7][C:8]([C:18]([F:20])([F:19])[F:21])=[C:9]([C:12]3[CH:13]=[N:14][N:15]([CH3:17])[CH:16]=3)[CH:10]=2)[N:5]([C:22]2[C:26]3[CH2:27][N:28]([C:44](=[O:46])[CH3:45])[CH2:29][CH2:30][C:25]=3[N:24]([CH:31]3[CH2:36][CH2:35][O:34][CH2:33][CH2:32]3)[N:23]=2)[CH2:4][CH2:3]1. The catalyst class is: 2. (5) Reactant: [NH2:1][C:2]1[C:3]([O:16][CH3:17])=[CH:4][C:5]2[CH2:11][N:10]([CH2:12][CH3:13])[CH2:9][C:8](=[O:14])[NH:7][C:6]=2[CH:15]=1.Cl[C:19]1[N:24]=[C:23]([NH:25][C@@H:26]2[CH2:31][CH2:30][CH2:29][CH2:28][C@H:27]2[NH:32][S:33]([CH3:36])(=[O:35])=[O:34])[C:22]([Cl:37])=[CH:21][N:20]=1.[NH4+].[OH-]. Product: [Cl:37][C:22]1[C:23]([NH:25][C@@H:26]2[CH2:31][CH2:30][CH2:29][CH2:28][C@H:27]2[NH:32][S:33]([CH3:36])(=[O:35])=[O:34])=[N:24][C:19]([NH:1][C:2]2[C:3]([O:16][CH3:17])=[CH:4][C:5]3[CH2:11][N:10]([CH2:12][CH3:13])[CH2:9][C:8](=[O:14])[NH:7][C:6]=3[CH:15]=2)=[N:20][CH:21]=1. The catalyst class is: 61. (6) Reactant: [CH2:1]([O:3][C:4]([C:6]1[CH:11]=[CH:10][C:9]([NH:12][CH:13]2[CH2:18][CH2:17][N:16]([C:19]([O:21][C:22]([CH3:25])([CH3:24])[CH3:23])=[O:20])[CH2:15][CH2:14]2)=[C:8]([N+:26]([O-])=O)[CH:7]=1)=[O:5])[CH3:2].[H][H]. Product: [NH2:26][C:8]1[CH:7]=[C:6]([C:4]([O:3][CH2:1][CH3:2])=[O:5])[CH:11]=[CH:10][C:9]=1[NH:12][CH:13]1[CH2:14][CH2:15][N:16]([C:19]([O:21][C:22]([CH3:23])([CH3:25])[CH3:24])=[O:20])[CH2:17][CH2:18]1. The catalyst class is: 723. (7) Reactant: [Cl:1][C:2]1[CH:10]=[CH:9][C:8]([O:11][CH3:12])=[CH:7][C:3]=1[C:4](O)=[O:5].S(Cl)([Cl:15])=O. Product: [Cl:1][C:2]1[CH:10]=[CH:9][C:8]([O:11][CH3:12])=[CH:7][C:3]=1[C:4]([Cl:15])=[O:5]. The catalyst class is: 2.